From a dataset of Forward reaction prediction with 1.9M reactions from USPTO patents (1976-2016). Predict the product of the given reaction. Given the reactants [Br:1][C:2]1[CH:3]=[C:4]([NH2:13])[C:5]([NH:8][CH2:9][CH:10]2[CH2:12][CH2:11]2)=[CH:6][CH:7]=1.CCN(C(C)C)C(C)C.[C:23]([CH2:27][C:28](Cl)=[O:29])([CH3:26])([CH3:25])[CH3:24], predict the reaction product. The product is: [Br:1][C:2]1[CH:7]=[CH:6][C:5]([NH:8][CH2:9][CH:10]2[CH2:12][CH2:11]2)=[C:4]([NH:13][C:28](=[O:29])[CH2:27][C:23]([CH3:26])([CH3:25])[CH3:24])[CH:3]=1.